Dataset: Forward reaction prediction with 1.9M reactions from USPTO patents (1976-2016). Task: Predict the product of the given reaction. (1) Given the reactants [Br:1][C:2]1[N:3]=[N:4][N:5]([CH3:8])[C:6]=1Br.[Br:9][C:10]1[C:14](Br)=[N:13][N:12]([CH3:16])[N:11]=1.[CH2:17]([Li])CCC.CI, predict the reaction product. The product is: [Br:1][C:2]1[N:3]=[N:4][N:5]([CH3:8])[C:6]=1[CH3:10].[Br:9][C:10]1[C:14]([CH3:17])=[N:13][N:12]([CH3:16])[N:11]=1. (2) Given the reactants [F:1][CH2:2][C:3]([CH2:8][F:9])([CH3:7])C(O)=O.C1C=CC(P([N:24]=[N+]=[N-])(C2C=CC=CC=2)=O)=CC=1.[Cl:27][C:28]1[CH:29]=[C:30]([C:35]2[C:43]([C:44]([NH2:46])=[O:45])=[C:38]3[CH2:39][NH:40][CH2:41][CH2:42][N:37]3[N:36]=2)[CH:31]=[CH:32][C:33]=1[F:34].C1[CH2:51][O:50]CC1, predict the reaction product. The product is: [Cl:27][C:28]1[CH:29]=[C:30]([C:35]2[C:43]([C:44]([NH2:46])=[O:45])=[C:38]3[CH2:39][N:40]([C:51]([NH:24][C:3]([CH3:7])([CH2:2][F:1])[CH2:8][F:9])=[O:50])[CH2:41][CH2:42][N:37]3[N:36]=2)[CH:31]=[CH:32][C:33]=1[F:34]. (3) Given the reactants Cl[C:2]1[N:7]=[C:6]([Cl:8])[N:5]=[CH:4][N:3]=1.C(N(CC)C(C)C)(C)C.[NH2:18][C:19]1[CH:20]=[CH:21][C:22]([N:27]2[CH2:32][CH2:31][N:30]([CH:33]3[CH2:36][O:35][CH2:34]3)[CH2:29][CH2:28]2)=[C:23]([CH:26]=1)[C:24]#[N:25], predict the reaction product. The product is: [Cl:8][C:6]1[N:5]=[CH:4][N:3]=[C:2]([NH:18][C:19]2[CH:20]=[CH:21][C:22]([N:27]3[CH2:32][CH2:31][N:30]([CH:33]4[CH2:34][O:35][CH2:36]4)[CH2:29][CH2:28]3)=[C:23]([CH:26]=2)[C:24]#[N:25])[N:7]=1. (4) Given the reactants [C:1](O)([C:3](F)(F)F)=[O:2].[CH3:8][O:9][C:10]1[CH:11]=[C:12]([CH:37]=[CH:38][C:39]=1[O:40][CH3:41])[CH2:13][C:14]1[N:18]([C:19]2[CH:24]=[C:23]([CH3:25])[N:22]=[C:21]([CH3:26])[N:20]=2)[N:17]=[C:16]([NH:27]CC2C=CC(OC)=CC=2)[N:15]=1.C([O-])(O)=O.[Na+].C(Cl)(C)=O, predict the reaction product. The product is: [CH3:8][O:9][C:10]1[CH:11]=[C:12]([CH:37]=[CH:38][C:39]=1[O:40][CH3:41])[CH2:13][C:14]1[N:18]([C:19]2[CH:24]=[C:23]([CH3:25])[N:22]=[C:21]([CH3:26])[N:20]=2)[N:17]=[C:16]([NH:27][C:1](=[O:2])[CH3:3])[N:15]=1. (5) Given the reactants [Br:1][C:2]1[CH:7]=[CH:6][C:5](I)=[CH:4][C:3]=1[F:9].C([Mg]Cl)(C)C.[C:15]([N:22]1[CH2:27][CH2:26][CH2:25][CH2:24][C:23]1=[O:28])([O:17][C:18]([CH3:21])([CH3:20])[CH3:19])=[O:16], predict the reaction product. The product is: [Br:1][C:2]1[CH:7]=[CH:6][C:5]([C:23](=[O:28])[CH2:24][CH2:25][CH2:26][CH2:27][NH:22][C:15](=[O:16])[O:17][C:18]([CH3:19])([CH3:20])[CH3:21])=[CH:4][C:3]=1[F:9]. (6) Given the reactants [N:1]1[CH:6]=[CH:5][CH:4]=[CH:3][C:2]=1[CH2:7][NH2:8].C(N(C(C)C)CC)(C)C.Br[CH2:19][CH2:20][C:21]1[CH:30]=[CH:29][C:24]([C:25]([O:27][CH3:28])=[O:26])=[CH:23][CH:22]=1, predict the reaction product. The product is: [N:1]1[CH:6]=[CH:5][CH:4]=[CH:3][C:2]=1[CH2:7][NH:8][CH2:19][CH2:20][C:21]1[CH:30]=[CH:29][C:24]([C:25]([O:27][CH3:28])=[O:26])=[CH:23][CH:22]=1. (7) The product is: [CH3:18][O:16][C:15]([C@@H:10]1[CH2:11][C@H:12]([OH:14])[CH2:13][C@@H:9]1[NH:8][C:6]([O:5][C:1]([CH3:4])([CH3:2])[CH3:3])=[O:7])=[O:17]. Given the reactants [C:1]([O:5][C:6]([NH:8][C@H:9]1[CH2:13][C@@H:12]([OH:14])[CH2:11][C@H:10]1[C:15]([OH:17])=[O:16])=[O:7])([CH3:4])([CH3:3])[CH3:2].[CH3:18][Si](C=[N+]=[N-])(C)C, predict the reaction product.